From a dataset of Catalyst prediction with 721,799 reactions and 888 catalyst types from USPTO. Predict which catalyst facilitates the given reaction. (1) Reactant: [F:1][C:2]([F:19])([C:15]([F:18])([F:17])[F:16])[C:3]([NH:5][C:6]1[CH:11]=[CH:10][CH:9]=[CH:8][C:7]=1[N+:12]([O-])=O)=O. Product: [F:1][C:2]([F:19])([C:3]1[NH:12][C:7]2[CH:8]=[CH:9][CH:10]=[CH:11][C:6]=2[N:5]=1)[C:15]([F:18])([F:17])[F:16]. The catalyst class is: 123. (2) Reactant: [C:1]([O:14][C@H:15]([CH2:41][O:42][C:43](=[O:55])[CH2:44][CH2:45][CH2:46][CH2:47][CH2:48][CH2:49][CH2:50][CH2:51][CH2:52][CH2:53][CH3:54])[CH2:16][S:17][CH2:18][C@@H:19]([C:38](O)=[O:39])[NH:20][C:21](=[O:37])[O:22][CH2:23][CH:24]1[C:36]2[CH:35]=[CH:34][CH:33]=[CH:32][C:31]=2[C:30]2[C:25]1=[CH:26][CH:27]=[CH:28][CH:29]=2)(=[O:13])[CH2:2][CH2:3][CH2:4][CH2:5][CH2:6][CH2:7][CH2:8][CH2:9][CH2:10][CH2:11][CH3:12].Cl.[NH2:57][CH2:58][CH2:59][O:60][CH2:61][CH2:62][O:63][CH2:64][CH2:65][C:66]([P:69](=[O:76])([O:73][CH2:74][CH3:75])[O:70][CH2:71][CH3:72])([F:68])[F:67].CCN(C(C)C)C(C)C.CN(C(ON1N=NC2C=CC=CC1=2)=[N+](C)C)C.F[P-](F)(F)(F)(F)F. Product: [CH:35]1[C:36]2[CH:24]([CH2:23][O:22][C:21]([NH:20][C@@H:19]([CH2:18][S:17][CH2:16][C@H:15]([O:14][C:1](=[O:13])[CH2:2][CH2:3][CH2:4][CH2:5][CH2:6][CH2:7][CH2:8][CH2:9][CH2:10][CH2:11][CH3:12])[CH2:41][O:42][C:43](=[O:55])[CH2:44][CH2:45][CH2:46][CH2:47][CH2:48][CH2:49][CH2:50][CH2:51][CH2:52][CH2:53][CH3:54])[C:38](=[O:39])[NH:57][CH2:58][CH2:59][O:60][CH2:61][CH2:62][O:63][CH2:64][CH2:65][C:66]([P:69](=[O:76])([O:73][CH2:74][CH3:75])[O:70][CH2:71][CH3:72])([F:68])[F:67])=[O:37])[C:25]3[C:30](=[CH:29][CH:28]=[CH:27][CH:26]=3)[C:31]=2[CH:32]=[CH:33][CH:34]=1. The catalyst class is: 2.